The task is: Predict the reactants needed to synthesize the given product.. This data is from Full USPTO retrosynthesis dataset with 1.9M reactions from patents (1976-2016). (1) Given the product [Cl:3][CH:21]1[CH2:20][CH2:19][CH2:18][C:17]2[N:16]=[C:15]([C:8]3[C:7]([CH2:5][CH3:6])=[CH:12][CH:11]=[CH:10][C:9]=3[CH2:13][CH3:14])[CH:24]=[C:23]([O:25][CH3:26])[C:22]1=2, predict the reactants needed to synthesize it. The reactants are: S(Cl)([Cl:3])=O.[CH2:5]([C:7]1[CH:12]=[CH:11][CH:10]=[C:9]([CH2:13][CH3:14])[C:8]=1[C:15]1[CH:24]=[C:23]([O:25][CH3:26])[C:22]2[CH:21](O)[CH2:20][CH2:19][CH2:18][C:17]=2[N:16]=1)[CH3:6]. (2) Given the product [Cl:2][C:3]1[CH:4]=[C:5]([C:10]2([C:23]([F:24])([F:26])[F:25])[O:14][N:13]=[C:12]([C:15]3[CH:16]=[C:17]([CH:20]=[CH:21][CH:22]=3)[CH2:18][NH:19][C:34](=[O:38])[CH2:35][CH2:36][CH3:37])[CH2:11]2)[CH:6]=[C:7]([Cl:9])[CH:8]=1, predict the reactants needed to synthesize it. The reactants are: Cl.[Cl:2][C:3]1[CH:4]=[C:5]([C:10]2([C:23]([F:26])([F:25])[F:24])[O:14][N:13]=[C:12]([C:15]3[CH:16]=[C:17]([CH:20]=[CH:21][CH:22]=3)[CH2:18][NH2:19])[CH2:11]2)[CH:6]=[C:7]([Cl:9])[CH:8]=1.C(N(CC)CC)C.[C:34](Cl)(=[O:38])[CH2:35][CH2:36][CH3:37]. (3) Given the product [Br:1][C:2]1[CH:3]=[CH:4][C:5]([CH:8]([CH3:14])[C:9]([OH:11])=[O:10])=[CH:6][CH:7]=1, predict the reactants needed to synthesize it. The reactants are: [Br:1][C:2]1[CH:7]=[CH:6][C:5]([CH2:8][C:9]([OH:11])=[O:10])=[CH:4][CH:3]=1.IC.[CH3:14][Si]([N-][Si](C)(C)C)(C)C.[Li+].Cl. (4) Given the product [Cl:1][C:2]1[CH:3]=[C:4]([CH:30]=[CH:31][CH:32]=1)[CH2:5][N:6]1[C:14]2[C:9](=[CH:10][C:11]([CH2:15][O:16][CH2:59][CH2:58][Cl:57])=[CH:12][CH:13]=2)[C:8]([S:17]([C:20]2[C:29]3[C:24](=[CH:25][CH:26]=[CH:27][CH:28]=3)[CH:23]=[CH:22][CH:21]=2)(=[O:19])=[O:18])=[N:7]1, predict the reactants needed to synthesize it. The reactants are: [Cl:1][C:2]1[CH:3]=[C:4]([CH:30]=[CH:31][CH:32]=1)[CH2:5][N:6]1[C:14]2[C:9](=[CH:10][C:11]([CH2:15][OH:16])=[CH:12][CH:13]=2)[C:8]([S:17]([C:20]2[C:29]3[C:24](=[CH:25][CH:26]=[CH:27][CH:28]=3)[CH:23]=[CH:22][CH:21]=2)(=[O:19])=[O:18])=[N:7]1.C(N(C(C)C)CC)(C)C.FC(F)(F)S(OS(C(F)(F)F)(=O)=O)(=O)=O.[Cl:57][CH2:58][CH2:59]O.